Dataset: Reaction yield outcomes from USPTO patents with 853,638 reactions. Task: Predict the reaction yield, written as a fraction of the theoretical maximum amount of product (1.0 means a 100% yield; for example, 0.34 means a 34% yield). (1) The reactants are [CH2:1]([C:3]([OH:36])([CH2:34][CH3:35])/[CH:4]=[CH:5]/[C:6]1[CH:11]=[CH:10][C:9]([C:12]([CH2:31][CH3:32])([C:15]2[CH:20]=[CH:19][C:18](B3OC(C)(C)C(C)(C)O3)=[C:17]([CH3:30])[CH:16]=2)[CH2:13][CH3:14])=[CH:8][C:7]=1[CH3:33])[CH3:2].[CH3:37][O:38][C:39](=[O:48])[CH2:40][C:41]1[CH:42]=[N:43][CH:44]=[C:45](Br)[CH:46]=1.P([O-])([O-])([O-])=O.[K+].[K+].[K+]. The catalyst is CN(C)C=O. The product is [CH3:37][O:38][C:39](=[O:48])[CH2:40][C:41]1[CH:42]=[N:43][CH:44]=[C:45]([C:18]2[CH:19]=[CH:20][C:15]([C:12]([CH2:13][CH3:14])([C:9]3[CH:10]=[CH:11][C:6](/[CH:5]=[CH:4]/[C:3]([CH2:34][CH3:35])([OH:36])[CH2:1][CH3:2])=[C:7]([CH3:33])[CH:8]=3)[CH2:31][CH3:32])=[CH:16][C:17]=2[CH3:30])[CH:46]=1. The yield is 0.710. (2) The reactants are Br[C:2]1[CH:3]=[C:4]2[C:8](=[C:9]([C:11]([NH2:13])=[O:12])[CH:10]=1)[NH:7][CH:6]=[C:5]2[CH:14]1[CH2:19][CH2:18][S:17](=[O:21])(=[O:20])[CH2:16][CH2:15]1.[B:22]1([B:22]2[O:26][C:25]([CH3:28])([CH3:27])[C:24]([CH3:30])([CH3:29])[O:23]2)[O:26][C:25]([CH3:28])([CH3:27])[C:24]([CH3:30])([CH3:29])[O:23]1.CC([O-])=O.[K+]. The catalyst is O1CCOCC1.C1C=CC(P(C2C=CC=CC=2)[C-]2C=CC=C2)=CC=1.C1C=CC(P(C2C=CC=CC=2)[C-]2C=CC=C2)=CC=1.Cl[Pd]Cl.[Fe+2]. The product is [O:20]=[S:17]1(=[O:21])[CH2:18][CH2:19][CH:14]([C:5]2[C:4]3[C:8](=[C:9]([C:11]([NH2:13])=[O:12])[CH:10]=[C:2]([B:22]4[O:26][C:25]([CH3:28])([CH3:27])[C:24]([CH3:30])([CH3:29])[O:23]4)[CH:3]=3)[NH:7][CH:6]=2)[CH2:15][CH2:16]1. The yield is 0.450. (3) The reactants are [OH-].[K+].O.C([O:6][C:7](=[O:19])[C:8]([O:11][C:12]1[CH:17]=[CH:16][CH:15]=[C:14]([F:18])[CH:13]=1)([CH3:10])[CH3:9])C.Cl. The catalyst is C(O)C. The product is [F:18][C:14]1[CH:13]=[C:12]([CH:17]=[CH:16][CH:15]=1)[O:11][C:8]([CH3:10])([CH3:9])[C:7]([OH:19])=[O:6]. The yield is 0.610. (4) The reactants are [CH2:1]([O:3][C:4]1[C:5]([OH:32])=[C:6]([CH:10]=[C:11]([CH:13]2[C:18]([C:19]3[CH:24]=[CH:23][CH:22]=[CH:21][CH:20]=3)=[C:17]([C:25]3[CH:30]=[CH:29][CH:28]=[CH:27][CH:26]=3)[NH:16][C:15](=[O:31])[NH:14]2)[CH:12]=1)[C:7]([OH:9])=O)[CH3:2].[NH4+].[Cl-].CC[N:37]=C=NCCCN(C)C.C1C=CC2N(O)N=NC=2C=1.CN1CCOCC1. The yield is 0.164. The catalyst is CN(C=O)C. The product is [CH2:1]([O:3][C:4]1[C:5]([OH:32])=[C:6]([CH:10]=[C:11]([CH:13]2[C:18]([C:19]3[CH:24]=[CH:23][CH:22]=[CH:21][CH:20]=3)=[C:17]([C:25]3[CH:30]=[CH:29][CH:28]=[CH:27][CH:26]=3)[NH:16][C:15](=[O:31])[NH:14]2)[CH:12]=1)[C:7]([NH2:37])=[O:9])[CH3:2]. (5) The reactants are [F:1][C:2]1[CH:18]=[CH:17][CH:16]=[CH:15][C:3]=1[CH2:4][C:5]1[CH:6]=[C:7]([CH:12]=[CH:13][N:14]=1)[C:8]([O:10][CH3:11])=[O:9]. The catalyst is C(O)(=O)C.[Pt](=O)=O. The product is [F:1][C:2]1[CH:18]=[CH:17][CH:16]=[CH:15][C:3]=1[CH2:4][CH:5]1[CH2:6][CH:7]([C:8]([O:10][CH3:11])=[O:9])[CH2:12][CH2:13][NH:14]1. The yield is 0.810.